Dataset: Experimentally validated miRNA-target interactions with 360,000+ pairs, plus equal number of negative samples. Task: Binary Classification. Given a miRNA mature sequence and a target amino acid sequence, predict their likelihood of interaction. The miRNA is hsa-miR-383-5p with sequence AGAUCAGAAGGUGAUUGUGGCU. The protein sequence of the target gene is MGAVTDDEVIRKRLLIDGDGAGDDRRINLLVKSFIKWCNSGSQEEGYSQYQRMLSTLSQCEFSMGKTLLVYDMNLREMENYEKIYKEIECSIAGAHEKIAECKKQILQAKRIRKNRQEYDALAKVIQHHPDRHETLKELEALGKELEHLSHIKESVEDKLELRRKQFHVLLSTIHELQQTLENDEKLSEVEEAQEASMETDPKP. Result: 0 (no interaction).